From a dataset of Forward reaction prediction with 1.9M reactions from USPTO patents (1976-2016). Predict the product of the given reaction. (1) Given the reactants [CH3:1][O:2][C:3]([C:5]1[S:14][C:8]2[N:9]=[CH:10][N:11]=[C:12](Cl)[C:7]=2[C:6]=1[CH3:15])=[O:4].[NH2:16][C:17]1[CH:22]=[CH:21][C:20]([F:23])=[CH:19][C:18]=1[OH:24].O.C1(C)C=CC(S(O)(=O)=O)=CC=1, predict the reaction product. The product is: [F:23][C:20]1[CH:21]=[CH:22][C:17]([NH:16][C:12]2[C:7]3[C:6]([CH3:15])=[C:5]([C:3]([O:2][CH3:1])=[O:4])[S:14][C:8]=3[N:9]=[CH:10][N:11]=2)=[C:18]([OH:24])[CH:19]=1. (2) Given the reactants [CH2:1]([O:8][C:9]1[CH:18]=[CH:17][C:16]([F:19])=[C:15]2[C:10]=1[CH2:11][CH2:12][CH2:13][CH:14]2[C:20](O)=[O:21])[C:2]1[CH:7]=[CH:6][CH:5]=[CH:4][CH:3]=1.[NH2:23][C:24]1[CH:25]=[CH:26][C:27]([CH:30]([CH3:32])[CH3:31])=[N:28][CH:29]=1, predict the reaction product. The product is: [CH2:1]([O:8][C:9]1[CH:18]=[CH:17][C:16]([F:19])=[C:15]2[C:10]=1[CH2:11][CH2:12][CH2:13][CH:14]2[C:20]([NH:23][C:24]1[CH:29]=[N:28][C:27]([CH:30]([CH3:32])[CH3:31])=[CH:26][CH:25]=1)=[O:21])[C:2]1[CH:3]=[CH:4][CH:5]=[CH:6][CH:7]=1. (3) Given the reactants N1C=CN=C1.[CH2:6]([Si:8](Cl)([CH2:11][CH3:12])[CH2:9][CH3:10])[CH3:7].[N:14]([CH2:17][C@@H:18]([C:20]1[CH:21]=[CH:22][C:23]([O:31][CH2:32][C:33]2[CH:38]=[CH:37][CH:36]=[CH:35][CH:34]=2)=[C:24]([NH:26][S:27]([CH3:30])(=[O:29])=[O:28])[CH:25]=1)[OH:19])=[N+:15]=[N-:16].O, predict the reaction product. The product is: [N:14]([CH2:17][C@@H:18]([C:20]1[CH:21]=[CH:22][C:23]([O:31][CH2:32][C:33]2[CH:38]=[CH:37][CH:36]=[CH:35][CH:34]=2)=[C:24]([NH:26][S:27]([CH3:30])(=[O:28])=[O:29])[CH:25]=1)[O:19][Si:8]([CH2:11][CH3:12])([CH2:9][CH3:10])[CH2:6][CH3:7])=[N+:15]=[N-:16]. (4) Given the reactants Cl[C:2]1[N:3]([C:13]2[CH:18]=[CH:17][C:16]([F:19])=[CH:15][CH:14]=2)[C:4](=[O:12])[C:5]2[N:11]=[CH:10][CH:9]=[CH:8][C:6]=2[N:7]=1.[F:20][C:21]1[C:26]([C:27]([F:30])([F:29])[F:28])=[CH:25][CH:24]=[CH:23][C:22]=1[OH:31], predict the reaction product. The product is: [F:19][C:16]1[CH:17]=[CH:18][C:13]([N:3]2[C:4](=[O:12])[C:5]3[N:11]=[CH:10][CH:9]=[CH:8][C:6]=3[N:7]=[C:2]2[O:31][C:22]2[CH:23]=[CH:24][CH:25]=[C:26]([C:27]([F:28])([F:29])[F:30])[C:21]=2[F:20])=[CH:14][CH:15]=1. (5) Given the reactants [CH3:1][O:2][C:3]1[C:4]([O:27][CH3:28])=[CH:5][C:6]2[C:7]3[C:15]([C:16]4[CH:23]=[CH:22][C:19]([C:20]#[N:21])=[C:18]([CH2:24][OH:25])[CH:17]=4)=[N:14][N:13]([CH3:26])[C:8]=3[CH:9]=[N:10][C:11]=2[CH:12]=1.[CH3:29]I.[H-].[Na+].O, predict the reaction product. The product is: [CH3:1][O:2][C:3]1[C:4]([O:27][CH3:28])=[CH:5][C:6]2[C:7]3[C:15]([C:16]4[CH:23]=[CH:22][C:19]([C:20]#[N:21])=[C:18]([CH2:24][O:25][CH3:29])[CH:17]=4)=[N:14][N:13]([CH3:26])[C:8]=3[CH:9]=[N:10][C:11]=2[CH:12]=1.